From a dataset of Forward reaction prediction with 1.9M reactions from USPTO patents (1976-2016). Predict the product of the given reaction. Given the reactants Br[C:2]1[CH:11]=[C:10]2[C:5]([CH2:6][CH:7]([CH3:26])[N:8]([C:12]3[CH:17]=[C:16]([N:18]4[CH2:23][CH2:22][N:21]([CH3:24])[CH2:20][CH2:19]4)[N:15]=[C:14]([NH2:25])[N:13]=3)[CH2:9]2)=[CH:4][CH:3]=1.[CH:27]([N:30]1[CH:34]=[C:33](B2OC(C)(C)C(C)(C)O2)[CH:32]=[N:31]1)([CH3:29])[CH3:28].C(=O)(O)[O-].[Na+].O1CCOCC1, predict the reaction product. The product is: [CH:27]([N:30]1[CH:34]=[C:33]([C:2]2[CH:11]=[C:10]3[C:5]([CH2:6][CH:7]([CH3:26])[N:8]([C:12]4[CH:17]=[C:16]([N:18]5[CH2:19][CH2:20][N:21]([CH3:24])[CH2:22][CH2:23]5)[N:15]=[C:14]([NH2:25])[N:13]=4)[CH2:9]3)=[CH:4][CH:3]=2)[CH:32]=[N:31]1)([CH3:29])[CH3:28].